This data is from Reaction yield outcomes from USPTO patents with 853,638 reactions. The task is: Predict the reaction yield, written as a fraction of the theoretical maximum amount of product (1.0 means a 100% yield; for example, 0.34 means a 34% yield). (1) The reactants are [CH:1]([NH:3][C:4]1[CH:5]=[C:6]([CH:11]([OH:37])[CH2:12][NH:13][C@H:14]([CH3:36])[CH2:15][CH2:16][CH2:17][CH2:18][CH2:19][CH2:20][CH2:21][CH2:22][CH2:23][CH2:24][NH:25]C(=O)OCC2C=CC=CC=2)[CH:7]=[CH:8][C:9]=1[OH:10])=[O:2].[H][H]. The catalyst is CO.[Pd]. The product is [NH2:25][CH2:24][CH2:23][CH2:22][CH2:21][CH2:20][CH2:19][CH2:18][CH2:17][CH2:16][CH2:15][CH:14]([NH:13][CH2:12][C@@H:11]([C:6]1[CH:7]=[CH:8][C:9]([OH:10])=[C:4]([NH:3][CH:1]=[O:2])[CH:5]=1)[OH:37])[CH3:36]. The yield is 0.910. (2) The reactants are [C:1]1([C:9]([O:11]CC)=[O:10])([C:4]([O:6][CH2:7][CH3:8])=[O:5])[CH2:3][CH2:2]1.C(O)C. The catalyst is [OH-].[Na+]. The product is [CH2:7]([O:6][C:4]([C:1]1([C:9]([OH:11])=[O:10])[CH2:2][CH2:3]1)=[O:5])[CH3:8]. The yield is 0.940. (3) The reactants are [OH:1][C:2]1[CH:7]=[CH:6][C:5]([C:8](=[O:18])[CH:9]([C:12]2[CH:17]=[CH:16][CH:15]=[CH:14][CH:13]=2)[CH2:10][CH3:11])=[CH:4][CH:3]=1.[O:19]1[CH:24]=[CH:23][CH2:22][CH2:21][CH2:20]1.[Cl-].[Cl-].[Ca+2]. The catalyst is ClCCCl. The product is [C:12]1([CH:9]([CH2:10][CH3:11])[C:8]([C:5]2[CH:4]=[CH:3][C:2]([O:1][CH:20]3[CH2:21][CH2:22][CH2:23][CH2:24][O:19]3)=[CH:7][CH:6]=2)=[O:18])[CH:13]=[CH:14][CH:15]=[CH:16][CH:17]=1. The yield is 0.930. (4) The reactants are C[O:2][C:3](=[O:45])[CH2:4][C@H:5]([OH:44])[CH2:6][C@H:7]([OH:43])[CH:8]=[CH:9][C:10]1[N:11]([CH:40]([CH3:42])[CH3:41])[C:12]([C:28](=[O:39])[NH:29][CH2:30][C:31]2[CH:36]=[CH:35][C:34]([C:37]#[N:38])=[CH:33][CH:32]=2)=[C:13]([C:22]2[CH:27]=[CH:26][CH:25]=[CH:24][CH:23]=2)[C:14]=1[C:15]1[CH:20]=[CH:19][C:18]([F:21])=[CH:17][CH:16]=1.C(O)C.O.[OH-].[Na+:51]. The catalyst is CO.C(Cl)Cl. The product is [Na+:51].[C:37]([C:34]1[CH:35]=[CH:36][C:31]([CH2:30][NH:29][C:28]([C:12]2[N:11]([CH:40]([CH3:42])[CH3:41])[C:10]([CH:9]=[CH:8][C@@H:7]([OH:43])[CH2:6][C@@H:5]([OH:44])[CH2:4][C:3]([O-:45])=[O:2])=[C:14]([C:15]3[CH:20]=[CH:19][C:18]([F:21])=[CH:17][CH:16]=3)[C:13]=2[C:22]2[CH:27]=[CH:26][CH:25]=[CH:24][CH:23]=2)=[O:39])=[CH:32][CH:33]=1)#[N:38]. The yield is 1.00. (5) The product is [O:1]1[CH:5]=[CH:4][C:3]([C:6]2[N:11]3[N:12]=[C:13]([NH:15][C:23](=[O:24])[CH2:22][C:16]4[CH:21]=[CH:20][CH:19]=[CH:18][CH:17]=4)[N:14]=[C:10]3[CH:9]=[CH:8][CH:7]=2)=[CH:2]1. The reactants are [O:1]1[CH:5]=[CH:4][C:3]([C:6]2[N:11]3[N:12]=[C:13]([NH2:15])[N:14]=[C:10]3[CH:9]=[CH:8][CH:7]=2)=[CH:2]1.[C:16]1([CH2:22][C:23](Cl)=[O:24])[CH:21]=[CH:20][CH:19]=[CH:18][CH:17]=1. The yield is 0.290. No catalyst specified. (6) The reactants are [CH3:1][C:2]([CH3:17])([CH3:16])[C:3]#[C:4][C:5]1[CH:10]=[C:9]([N+:11]([O-:13])=[O:12])[CH:8]=[CH:7][C:6]=1CN.CCC[CH2:21][N+:22](CCCC)(CCCC)CCCC.[F-]. The catalyst is C1COCC1. The product is [C:2]([C:3]1[N:22]([CH3:21])[C:6]2[C:5]([CH:4]=1)=[CH:10][C:9]([N+:11]([O-:13])=[O:12])=[CH:8][CH:7]=2)([CH3:1])([CH3:16])[CH3:17]. The yield is 0.990. (7) The reactants are [Br:1][C:2]1[CH:3]=[CH:4][C:5]([O:19][CH3:20])=[C:6](/[CH:8]=[CH:9]/[C:10]([C:12]2[CH:17]=[CH:16][CH:15]=[CH:14][C:13]=2[OH:18])=[O:11])[CH:7]=1.II.Cl.C(OCC)(=O)C. The catalyst is CS(C)=O.CCCCCC. The product is [Br:1][C:2]1[CH:3]=[CH:4][C:5]([O:19][CH3:20])=[C:6]([C:8]2[O:18][C:13]3[C:12]([C:10](=[O:11])[CH:9]=2)=[CH:17][CH:16]=[CH:15][CH:14]=3)[CH:7]=1. The yield is 0.950. (8) The reactants are [CH3:1][S:2](Cl)(=[O:4])=[O:3].[F:6][C:7]([F:36])([F:35])[C:8]1[CH:9]=[C:10]([CH:28]=[C:29]([C:31]([F:34])([F:33])[F:32])[CH:30]=1)[C:11]([N:13]1[CH2:17][C@@:16]([CH2:25][CH2:26][OH:27])([C:18]2[CH:23]=[CH:22][C:21]([F:24])=[CH:20][CH:19]=2)[O:15][CH2:14]1)=[O:12].C(N(CC)CC)C. The catalyst is CN(C)C1C=CN=CC=1.ClCCl. The product is [CH3:1][S:2]([O:27][CH2:26][CH2:25][C@:16]1([C:18]2[CH:19]=[CH:20][C:21]([F:24])=[CH:22][CH:23]=2)[O:15][CH2:14][N:13]([C:11](=[O:12])[C:10]2[CH:28]=[C:29]([C:31]([F:34])([F:33])[F:32])[CH:30]=[C:8]([C:7]([F:35])([F:6])[F:36])[CH:9]=2)[CH2:17]1)(=[O:4])=[O:3]. The yield is 0.900. (9) The catalyst is CCO. The product is [N:1]([CH2:4][CH2:5][C:6]1[N:7]([CH:27]([C:28]2[CH:29]=[CH:30][CH:31]=[CH:32][CH:33]=2)[C:34]2[CH:35]=[CH:36][CH:37]=[CH:38][CH:39]=2)[C:8]2[C:13]([C:14]=1[CH2:15][CH2:16][O:17][C:18]1[CH:25]=[CH:24][C:21]([CH:22]=[C:44]3[S:40][C:41](=[O:46])[NH:42][C:43]3=[O:45])=[CH:20][CH:19]=1)=[CH:12][C:11]([Cl:26])=[CH:10][CH:9]=2)=[N+:2]=[N-:3]. The yield is 0.870. The reactants are [N:1]([CH2:4][CH2:5][C:6]1[N:7]([CH:27]([C:34]2[CH:39]=[CH:38][CH:37]=[CH:36][CH:35]=2)[C:28]2[CH:33]=[CH:32][CH:31]=[CH:30][CH:29]=2)[C:8]2[C:13]([C:14]=1[CH2:15][CH2:16][O:17][C:18]1[CH:25]=[CH:24][C:21]([CH:22]=O)=[CH:20][CH:19]=1)=[CH:12][C:11]([Cl:26])=[CH:10][CH:9]=2)=[N+:2]=[N-:3].[S:40]1[CH2:44][C:43](=[O:45])[NH:42][C:41]1=[O:46].N1CCCCC1. (10) The reactants are F[C:2]1[N:9]=[CH:8][CH:7]=[CH:6][C:3]=1[C:4]#[N:5].O1CCCC1.[CH2:15]([N:17](CC)[CH2:18][CH3:19])[CH3:16].N1CCCC1. The catalyst is O. The product is [N:17]1([C:2]2[N:9]=[CH:8][CH:7]=[CH:6][C:3]=2[C:4]#[N:5])[CH2:18][CH2:19][CH2:16][CH2:15]1. The yield is 0.750.